Dataset: Reaction yield outcomes from USPTO patents with 853,638 reactions. Task: Predict the reaction yield, written as a fraction of the theoretical maximum amount of product (1.0 means a 100% yield; for example, 0.34 means a 34% yield). (1) The reactants are F[C:2]1[CH:11]=[CH:10][C:5]([C:6]([O:8][CH3:9])=[O:7])=[CH:4][C:3]=1[N+:12]([O-:14])=[O:13].[SH:15][C:16]1[CH:25]=[CH:24][CH:23]=[CH:22][C:17]=1[C:18]([O:20][CH3:21])=[O:19].C([O-])([O-])=O.[Cs+].[Cs+]. The catalyst is CN(C=O)C. The product is [CH3:21][O:20][C:18]([C:17]1[CH:22]=[CH:23][CH:24]=[CH:25][C:16]=1[S:15][C:2]1[CH:11]=[CH:10][C:5]([C:6]([O:8][CH3:9])=[O:7])=[CH:4][C:3]=1[N+:12]([O-:14])=[O:13])=[O:19]. The yield is 0.990. (2) The reactants are Cl[C:2]1[CH:7]=[C:6]([CH2:8][CH3:9])[N:5]=[C:4]([C:10]2[CH:15]=[CH:14][CH:13]=[C:12]([Cl:16])[CH:11]=2)[N:3]=1.[NH2:17][C:18]1[CH:23]=[CH:22][C:21]([C:24]([CH3:29])([CH3:28])[C:25](N)=[O:26])=[CH:20][CH:19]=1.CN1[C:35](=[O:36])CCC1. No catalyst specified. The product is [Cl:16][C:12]1[CH:11]=[C:10]([C:4]2[N:3]=[C:2]([NH:17][C:18]3[CH:23]=[CH:22][C:21]([C:24]([CH3:29])([CH3:28])[C:25]([O:36][CH3:35])=[O:26])=[CH:20][CH:19]=3)[CH:7]=[C:6]([CH2:8][CH3:9])[N:5]=2)[CH:15]=[CH:14][CH:13]=1. The yield is 1.00. (3) The reactants are [OH-].[Na+].C[O:4][C:5](=[O:43])[CH2:6][C:7]1[CH:8]=[C:9]([C:16]2[CH:21]=[CH:20][C:19]([C:22]([CH2:40][CH3:41])([C:25]3[CH:30]=[CH:29][C:28](/[CH:31]=[CH:32]/[C:33]([CH2:37][CH3:38])([OH:36])[CH2:34][CH3:35])=[C:27]([CH3:39])[CH:26]=3)[CH2:23][CH3:24])=[CH:18][C:17]=2[CH3:42])[C:10]([OH:15])=[C:11]([O:13][CH3:14])[CH:12]=1.[Cl-].[NH4+]. The catalyst is CO.O1CCCC1. The product is [CH2:23]([C:22]([C:19]1[CH:20]=[CH:21][C:16]([C:9]2[C:10]([OH:15])=[C:11]([O:13][CH3:14])[CH:12]=[C:7]([CH2:6][C:5]([OH:43])=[O:4])[CH:8]=2)=[C:17]([CH3:42])[CH:18]=1)([C:25]1[CH:30]=[CH:29][C:28](/[CH:31]=[CH:32]/[C:33]([CH2:34][CH3:35])([OH:36])[CH2:37][CH3:38])=[C:27]([CH3:39])[CH:26]=1)[CH2:40][CH3:41])[CH3:24]. The yield is 0.100.